Dataset: Catalyst prediction with 721,799 reactions and 888 catalyst types from USPTO. Task: Predict which catalyst facilitates the given reaction. (1) Reactant: [Cl:1][C:2]1[N:10]=[C:9]2[C:5]([N:6]=[C:7]([CH:17]=[O:18])[N:8]2[CH:11]2[CH2:16][CH2:15][CH2:14][CH2:13][O:12]2)=[C:4]([N:19]2[CH2:24][CH2:23][O:22][CH2:21][CH2:20]2)[N:3]=1.[BH4-].[Na+]. Product: [Cl:1][C:2]1[N:10]=[C:9]2[C:5]([N:6]=[C:7]([CH2:17][OH:18])[N:8]2[CH:11]2[CH2:16][CH2:15][CH2:14][CH2:13][O:12]2)=[C:4]([N:19]2[CH2:24][CH2:23][O:22][CH2:21][CH2:20]2)[N:3]=1. The catalyst class is: 5. (2) Reactant: BrC1C=CC(O)=C(C2C=[CH:16][C:15]3[C:10](=[CH:11][CH:12]=[C:13]([C:18]4[N:22]([CH:23]5[CH2:28][CH2:27][CH2:26][CH2:25][CH2:24]5)[C:21]5[CH:29]=[CH:30][C:31]([C:33]([OH:35])=[O:34])=[CH:32][C:20]=5[N:19]=4)[CH:14]=3)[N:9]=2)C=1.C(OC(C1C=CC2N(C3CCCCC3)C(C3C=CC(N)=C(C=O)C=3)=NC=2C=1)=O)C.[Cl:66][C:67]1[CH:72]=[C:71]([O:73][C:74]2[CH:79]=[CH:78][C:77]([Cl:80])=[CH:76][CH:75]=2)[CH:70]=[CH:69][C:68]=1[C:81](=O)[CH3:82].[OH-].[K+]. Product: [Cl:66][C:67]1[CH:72]=[C:71]([O:73][C:74]2[CH:79]=[CH:78][C:77]([Cl:80])=[CH:76][CH:75]=2)[CH:70]=[CH:69][C:68]=1[C:81]1[CH:82]=[CH:16][C:15]2[C:10](=[CH:11][CH:12]=[C:13]([C:18]3[N:22]([CH:23]4[CH2:24][CH2:25][CH2:26][CH2:27][CH2:28]4)[C:21]4[CH:29]=[CH:30][C:31]([C:33]([OH:35])=[O:34])=[CH:32][C:20]=4[N:19]=3)[CH:14]=2)[N:9]=1. The catalyst class is: 8. (3) Reactant: Br[C:2]1[C:6]2[N:7]=[C:8](C3C(F)=CC=CC=3F)[C:9]3[CH:10]=[C:11]([C:15]#[N:16])[CH:12]=[CH:13][C:14]=3[C:5]=2[N:4](COCC[Si](C)(C)C)[N:3]=1. Product: [N:4]1[NH:3][CH:2]=[C:6]2[C:5]=1[C:14]1[CH:13]=[CH:12][C:11]([C:15]#[N:16])=[CH:10][C:9]=1[CH:8]=[N:7]2. The catalyst class is: 12. (4) Reactant: [Cl:1][C:2]1[CH:3]=[C:4]([CH:12]=[CH:13][CH:14]=1)[CH2:5][C:6]1OC(=O)[S:8][N:7]=1.[S:15]([C:25]#[N:26])([C:18]1[CH:24]=[CH:23][C:21]([CH3:22])=[CH:20][CH:19]=1)(=[O:17])=[O:16]. Product: [Cl:1][C:2]1[CH:3]=[C:4]([CH:12]=[CH:13][CH:14]=1)[CH2:5][C:6]1[N:26]=[C:25]([S:15]([C:18]2[CH:24]=[CH:23][C:21]([CH3:22])=[CH:20][CH:19]=2)(=[O:17])=[O:16])[S:8][N:7]=1. The catalyst class is: 262. (5) Reactant: [N+:1]([C:4]1[CH:9]=[CH:8][C:7]([S:10]([N:13]2[CH2:18][CH2:17][CH:16]([NH:19][C:20](=[O:23])[CH:21]=[CH2:22])[CH2:15][CH2:14]2)(=[O:12])=[O:11])=[CH:6][CH:5]=1)([O-])=O.C(O)C.[Cl-].[NH4+]. Product: [NH2:1][C:4]1[CH:5]=[CH:6][C:7]([S:10]([N:13]2[CH2:14][CH2:15][CH:16]([NH:19][C:20](=[O:23])[CH:21]=[CH2:22])[CH2:17][CH2:18]2)(=[O:11])=[O:12])=[CH:8][CH:9]=1. The catalyst class is: 150. (6) Reactant: [NH2:1][CH:2]1[CH2:10][C:9]2[C:4](=[CH:5][CH:6]=[CH:7][CH:8]=2)[CH2:3]1.[CH3:11][N:12]([CH3:26])[C:13]1([C:20]2[CH:25]=[CH:24][CH:23]=[CH:22][CH:21]=2)[CH2:18][CH2:17][C:16](=O)[CH2:15][CH2:14]1.C(O)(=O)C.C(O[BH-](OC(=O)C)OC(=O)C)(=O)C.[Na+]. Product: [CH2:3]1[C:4]2[C:9](=[CH:8][CH:7]=[CH:6][CH:5]=2)[CH2:10][CH:2]1[NH:1][CH:16]1[CH2:15][CH2:14][C:13]([C:20]2[CH:21]=[CH:22][CH:23]=[CH:24][CH:25]=2)([N:12]([CH3:26])[CH3:11])[CH2:18][CH2:17]1. The catalyst class is: 26. (7) Reactant: [F:1][C:2]1[CH:30]=[CH:29][C:5]([CH2:6][NH:7][C:8](=[O:28])[C:9]2[CH:14]=[CH:13][C:12]([S:15]([N:18]3[C:26]4[C:21](=[CH:22][CH:23]=[CH:24][CH:25]=4)[C:20](I)=[CH:19]3)(=[O:17])=[O:16])=[CH:11][CH:10]=2)=[CH:4][CH:3]=1.[CH:31]1(B(O)O)[CH2:33][CH2:32]1.C1(P(C2CCCCC2)C2CCCCC2)CCCCC1.P([O-])([O-])([O-])=O.[K+].[K+].[K+]. Product: [CH:31]1([C:20]2[C:21]3[C:26](=[CH:25][CH:24]=[CH:23][CH:22]=3)[N:18]([S:15]([C:12]3[CH:13]=[CH:14][C:9]([C:8]([NH:7][CH2:6][C:5]4[CH:29]=[CH:30][C:2]([F:1])=[CH:3][CH:4]=4)=[O:28])=[CH:10][CH:11]=3)(=[O:17])=[O:16])[CH:19]=2)[CH2:33][CH2:32]1. The catalyst class is: 498. (8) Reactant: [CH3:1][C:2]([CH3:13])(C1C=CC=CC=1)[CH2:3][C:4](O)=[O:5].C(Cl)(=O)C(C)(C)C.C1(C(C2C=CC=CC=2)C2C=CC=CC=2)C=CC=CC=1.C([Li])CCC.[O:45]1CC[NH:47][C:46]1=O. Product: [CH:2]([C@H:3]1[CH2:4][O:5][C:46](=[O:45])[NH:47]1)([CH3:13])[CH3:1]. The catalyst class is: 571.